Dataset: Full USPTO retrosynthesis dataset with 1.9M reactions from patents (1976-2016). Task: Predict the reactants needed to synthesize the given product. (1) Given the product [CH:1]1([NH:5][S:6]([C:9]2[CH:10]=[C:11]3[C:16](=[CH:17][CH:18]=2)[NH:15][CH:14]([C:19]2[CH:20]=[C:21]([N:37]4[CH2:42][CH2:41][O:40][CH2:39][CH2:38]4)[CH:22]=[C:23]([F:25])[CH:24]=2)[CH2:13][C:12]3([CH3:28])[CH3:27])(=[O:8])=[O:7])[CH2:4][CH2:3][CH2:2]1, predict the reactants needed to synthesize it. The reactants are: [CH:1]1([NH:5][S:6]([C:9]2[CH:10]=[C:11]3[C:16](=[CH:17][CH:18]=2)[NH:15][CH:14]([C:19]2[CH:24]=[C:23]([F:25])[CH:22]=[C:21](Br)[CH:20]=2)[CH2:13][C:12]3([CH3:28])[CH3:27])(=[O:8])=[O:7])[CH2:4][CH2:3][CH2:2]1.Cl.CN(C)CC(O)=O.[NH:37]1[CH2:42][CH2:41][O:40][CH2:39][CH2:38]1.C(=O)([O-])[O-].[K+].[K+]. (2) Given the product [CH3:21][N:8]1[C:7]2[CH:12]=[CH:13][C:4]([N+:1]([O-:3])=[O:2])=[CH:5][C:6]=2[N:10]([CH3:9])[C:14]1=[O:17], predict the reactants needed to synthesize it. The reactants are: [N+:1]([C:4]1[CH:13]=[CH:12][C:7]2[NH:8][C:9](=O)[NH:10][C:6]=2[CH:5]=1)([O-:3])=[O:2].[C:14]([O-:17])([O-])=O.[K+].[K+].I[CH3:21].O. (3) The reactants are: [CH3:1][C:2]1[C:3]([C:11]2[CH:16]=[CH:15][C:14]([C:17]([F:20])([F:19])[F:18])=[CH:13][CH:12]=2)=[N:4][CH:5]=[C:6]([N+:8]([O-])=O)[CH:7]=1.[H][H]. Given the product [CH3:1][C:2]1[CH:7]=[C:6]([NH2:8])[CH:5]=[N:4][C:3]=1[C:11]1[CH:12]=[CH:13][C:14]([C:17]([F:20])([F:18])[F:19])=[CH:15][CH:16]=1, predict the reactants needed to synthesize it. (4) Given the product [N:11]1[C:12]2[C:7](=[CH:6][CH:5]=[C:4]([NH2:1])[CH:13]=2)[CH:8]=[CH:9][CH:10]=1, predict the reactants needed to synthesize it. The reactants are: [N+:1]([C:4]1[CH:13]=[C:12]2[C:7]([CH:8]=[CH:9][CH:10]=[N:11]2)=[CH:6][CH:5]=1)([O-])=O. (5) The reactants are: [NH2:1][C:2]1[C:7]([C:8]#[N:9])=[CH:6][C:5]([C:10]2[CH:11]=[N:12][CH:13]=[CH:14][C:15]=2OC)=[C:4]([C:18]2[O:19][CH:20]=[CH:21][CH:22]=2)[N:3]=1.Br.[OH-:24].[Na+]. Given the product [NH2:1][C:2]1[N:3]=[C:4]([C:18]2[O:19][CH:20]=[CH:21][CH:22]=2)[C:5]([C:10]2[CH:15]=[CH:14][C:13](=[O:24])[NH:12][CH:11]=2)=[CH:6][C:7]=1[C:8]#[N:9], predict the reactants needed to synthesize it. (6) Given the product [OH:1][C@H:2]([C@H:7]1[O:24][C:12]([CH3:14])([CH3:13])[CH2:11][N:10]([CH2:15][C:16]2[CH:21]=[CH:20][C:19]([O:22][CH3:23])=[CH:18][CH:17]=2)[C:8]1=[O:9])[C:3]([O:5][CH3:6])=[O:4], predict the reactants needed to synthesize it. The reactants are: [OH:1][C@H:2]([C@@H:7]([OH:24])[C:8]([N:10]([CH2:15][C:16]1[CH:21]=[CH:20][C:19]([O:22][CH3:23])=[CH:18][CH:17]=1)[CH2:11][C:12]([CH3:14])=[CH2:13])=[O:9])[C:3]([O:5][CH3:6])=[O:4].[BH4-].[Na+]. (7) Given the product [CH3:1][C:2]1[C:6]([CH2:7][N:8]2[CH:12]=[C:11]([N:13]3[C:17](=[O:18])[CH2:16][N:15]([CH2:19][C:20]4[CH:25]=[CH:24][CH:23]=[CH:22][C:21]=4[O:26][CH2:32][CH2:31][O:30][CH3:29])[C:14]3=[O:27])[CH:10]=[N:9]2)=[C:5]([CH3:28])[O:4][N:3]=1, predict the reactants needed to synthesize it. The reactants are: [CH3:1][C:2]1[C:6]([CH2:7][N:8]2[CH:12]=[C:11]([N:13]3[C:17](=[O:18])[CH2:16][N:15]([CH2:19][C:20]4[CH:25]=[CH:24][CH:23]=[CH:22][C:21]=4[OH:26])[C:14]3=[O:27])[CH:10]=[N:9]2)=[C:5]([CH3:28])[O:4][N:3]=1.[CH3:29][O:30][CH2:31][CH2:32]Br.